This data is from Forward reaction prediction with 1.9M reactions from USPTO patents (1976-2016). The task is: Predict the product of the given reaction. (1) Given the reactants CC1(C)CO[CH:5]([CH2:8][CH2:9][C:10]([C:12]2[CH:17]=[CH:16][C:15]([F:18])=[CH:14][CH:13]=2)=O)OC1.[CH3:20][NH:21][S:22]([C:25]1[CH:31]=[CH:30][C:28]([NH2:29])=[CH:27][CH:26]=1)(=[O:24])=[O:23].C1(C)C=CC(S(O)(=O)=O)=CC=1, predict the reaction product. The product is: [F:18][C:15]1[CH:14]=[CH:13][C:12]([C:10]2[N:29]([C:28]3[CH:30]=[CH:31][C:25]([S:22]([NH:21][CH3:20])(=[O:24])=[O:23])=[CH:26][CH:27]=3)[CH:5]=[CH:8][CH:9]=2)=[CH:17][CH:16]=1. (2) Given the reactants [F:1][C:2]1[CH:7]=[CH:6][CH:5]=[CH:4][C:3]=1I.[NH:9]1[C:17]2[C:12](=[C:13]([CH2:18][N:19]3[CH2:24][CH2:23][CH:22]([C:25]4[CH:26]=[C:27]([NH:31][C:32](=[O:36])[CH:33]([CH3:35])[CH3:34])[CH:28]=[CH:29][CH:30]=4)[CH2:21][CH2:20]3)[CH:14]=[CH:15][CH:16]=2)[CH:11]=[CH:10]1, predict the reaction product. The product is: [F:1][C:2]1[CH:7]=[CH:6][CH:5]=[CH:4][C:3]=1[N:9]1[C:17]2[C:12](=[C:13]([CH2:18][N:19]3[CH2:24][CH2:23][CH:22]([C:25]4[CH:26]=[C:27]([NH:31][C:32](=[O:36])[CH:33]([CH3:34])[CH3:35])[CH:28]=[CH:29][CH:30]=4)[CH2:21][CH2:20]3)[CH:14]=[CH:15][CH:16]=2)[CH:11]=[CH:10]1. (3) Given the reactants [F:1][C:2]1[CH:3]=[CH:4][C:5]([O:19][CH3:20])=[C:6]([C:8]([CH3:18])([CH3:17])[CH2:9][C:10]2([C:13]([F:16])([F:15])[F:14])[CH2:12][O:11]2)[CH:7]=1.[NH:21]1[CH2:26][CH2:25][S:24][CH2:23][CH2:22]1, predict the reaction product. The product is: [F:14][C:13]([F:16])([F:15])[C:10]([CH2:12][N:21]1[CH2:26][CH2:25][S:24][CH2:23][CH2:22]1)([OH:11])[CH2:9][C:8]([C:6]1[CH:7]=[C:2]([F:1])[CH:3]=[CH:4][C:5]=1[O:19][CH3:20])([CH3:18])[CH3:17]. (4) Given the reactants [C:1]1([NH2:8])[CH:6]=[CH:5][CH:4]=[CH:3][C:2]=1[NH2:7].[O:9]1[CH2:13][CH2:12][CH2:11][C:10]1=O, predict the reaction product. The product is: [NH:7]1[C:2]2[CH:3]=[CH:4][CH:5]=[CH:6][C:1]=2[N:8]=[C:13]1[CH2:12][CH2:11][CH2:10][OH:9]. (5) Given the reactants [O:1]1[C:5]2[CH:6]=[CH:7][C:8]([S:10][C:11]3[N:12](CC4C=CC(OC)=CC=4)[C:13]4[CH:18]=[CH:17][N:16]=[C:15]([NH2:19])[C:14]=4[N:20]=3)=[CH:9][C:4]=2[CH:3]=[CH:2]1, predict the reaction product. The product is: [O:1]1[C:5]2[CH:6]=[CH:7][C:8]([S:10][C:11]3[NH:12][C:13]4[CH:18]=[CH:17][N:16]=[C:15]([NH2:19])[C:14]=4[N:20]=3)=[CH:9][C:4]=2[CH:3]=[CH:2]1.